Predict the reaction yield, written as a fraction of the theoretical maximum amount of product (1.0 means a 100% yield; for example, 0.34 means a 34% yield). From a dataset of Reaction yield outcomes from USPTO patents with 853,638 reactions. (1) The reactants are [CH:1]1([CH2:7][C@H:8]([N:12]2[CH2:16][C:15]3[CH2:17][C:18]4[C:19]([O:27][CH3:28])=[CH:20][CH:21]=[C:22]([O:25][CH3:26])[C:23]=4[O:24][C:14]=3[C:13]2=[O:29])[C:9](O)=[O:10])[CH2:6][CH2:5][CH2:4][CH2:3][CH2:2]1.CN1CCOCC1.F[P-](F)(F)(F)(F)F.[N:44]1(OC(N(C)C)=[N+](C)C)[C:48]2[N:49]=[CH:50][CH:51]=[CH:52][C:47]=2N=N1.NC1C=CC=CN=1. The catalyst is O1CCCC1.O. The product is [CH:1]1([CH2:7][C@H:8]([N:12]2[CH2:16][C:15]3[CH2:17][C:18]4[C:19]([O:27][CH3:28])=[CH:20][CH:21]=[C:22]([O:25][CH3:26])[C:23]=4[O:24][C:14]=3[C:13]2=[O:29])[C:9]([NH:44][C:48]2[CH:47]=[CH:52][CH:51]=[CH:50][N:49]=2)=[O:10])[CH2:2][CH2:3][CH2:4][CH2:5][CH2:6]1. The yield is 0.178. (2) The reactants are [CH2:1]([C:3]1[C:7]2[CH:8]=[CH:9][CH:10]=[CH:11][C:6]=2[O:5][C:4]=1[CH2:12][NH:13][CH3:14])[CH3:2].[O:15]=[C:16]1[NH:25][C:24]2[N:23]=[CH:22][C:21](/[CH:26]=[CH:27]/[C:28]([OH:30])=O)=[CH:20][C:19]=2[CH2:18][CH2:17]1.ON1C2C=CC=CC=2N=N1.C(N(C(C)C)CC)(C)C.CN(C)CCCN=C=NCC. The catalyst is CN(C=O)C.O. The product is [CH2:1]([C:3]1[C:7]2[CH:8]=[CH:9][CH:10]=[CH:11][C:6]=2[O:5][C:4]=1[CH2:12][N:13]([CH3:14])[C:28](=[O:30])/[CH:27]=[CH:26]/[C:21]1[CH:22]=[N:23][C:24]2[NH:25][C:16](=[O:15])[CH2:17][CH2:18][C:19]=2[CH:20]=1)[CH3:2]. The yield is 0.700. (3) The reactants are [CH3:1][Li].Cl[Si](C)(C)C.[O:8]1[CH2:13][CH2:12][C:11](=[CH:14][C:15]([O:17][CH2:18][CH3:19])=[O:16])[CH2:10][CH2:9]1. The catalyst is CCOCC.C(Cl)Cl.[Cu]I. The product is [CH3:1][C:11]1([CH2:14][C:15]([O:17][CH2:18][CH3:19])=[O:16])[CH2:12][CH2:13][O:8][CH2:9][CH2:10]1. The yield is 0.860. (4) The reactants are C([NH:5][C:6]([C:8]1[C:13]([CH2:14][C:15](=O)[C:16]([O:18][CH2:19][CH3:20])=[O:17])=[CH:12][CH:11]=[CH:10][N:9]=1)=[O:7])(C)(C)C.C([O-])(=O)C.[NH4+]. The catalyst is C(O)(=O)C. The product is [O:7]=[C:6]1[C:8]2[N:9]=[CH:10][CH:11]=[CH:12][C:13]=2[CH:14]=[C:15]([C:16]([O:18][CH2:19][CH3:20])=[O:17])[NH:5]1. The yield is 0.800. (5) The reactants are [CH3:1][O:2][C:3]([C:5]1[C:10]([C:11]#[C:12][Si](C)(C)C)=[C:9]([NH:17]C(=O)C)[CH:8]=[C:7]([C:21]2[CH:26]=[CH:25][C:24]([Cl:27])=[C:23]([O:28][CH3:29])[C:22]=2[F:30])[N:6]=1)=[O:4].C(Cl)(=O)C.C(=O)([O-])[O-].[K+].[K+].Cl. The catalyst is CO. The product is [CH3:1][O:2][C:3]([C:5]1[C:10]([C:11]#[CH:12])=[C:9]([NH2:17])[CH:8]=[C:7]([C:21]2[CH:26]=[CH:25][C:24]([Cl:27])=[C:23]([O:28][CH3:29])[C:22]=2[F:30])[N:6]=1)=[O:4]. The yield is 0.746. (6) The reactants are [CH:1]([C:3]1[CH:4]=[C:5]([CH:9]=[CH:10][CH:11]=1)[C:6]([NH2:8])=[O:7])=O.[CH3:12][C:13]1[CH:18]=[C:17]([CH3:19])[CH:16]=[C:15]([CH3:20])[C:14]=1[CH:21]1[CH2:26][C:25](=O)[CH2:24][C:23](=[O:28])[CH2:22]1.C([O-])(=O)C.[NH4+].[CH2:34]([O:36][C:37](=[O:47])[CH2:38][C:39](=O)[CH2:40][O:41][C:42]([CH3:45])([CH3:44])[CH3:43])[CH3:35].F[B-](F)(F)F.C([N+:57]1C=CN(C)C=1)CCC. No catalyst specified. The product is [CH2:34]([O:36][C:37]([C:38]1[CH:1]([C:3]2[CH:11]=[CH:10][CH:9]=[C:5]([C:6](=[O:7])[NH2:8])[CH:4]=2)[C:24]2[C:23](=[O:28])[CH2:22][CH:21]([C:14]3[C:15]([CH3:20])=[CH:16][C:17]([CH3:19])=[CH:18][C:13]=3[CH3:12])[CH2:26][C:25]=2[NH:57][C:39]=1[CH2:40][O:41][C:42]([CH3:45])([CH3:44])[CH3:43])=[O:47])[CH3:35]. The yield is 0.600. (7) The reactants are C([O:9][C@H:10]([C:12]1[CH:20]=[CH:19][CH:18]=[C:17]2[C:13]=1[C:14]([F:23])([F:22])[C:15](=[O:21])[NH:16]2)[CH3:11])(=O)C1C=CC=CC=1.[OH-].[Na+].Cl. The catalyst is CO. The product is [F:23][C:14]1([F:22])[C:13]2[C:17](=[CH:18][CH:19]=[CH:20][C:12]=2[C@@H:10]([OH:9])[CH3:11])[NH:16][C:15]1=[O:21]. The yield is 0.590. (8) The reactants are [NH2:1][C:2]1[CH:7]=[CH:6][C:5]([C:8]2[O:9][C:10]3[C:11](=[C:13]([C:17]([NH2:19])=[O:18])[CH:14]=[CH:15][CH:16]=3)[N:12]=2)=[CH:4][CH:3]=1.N1C=CC=CC=1.[C:26](Cl)(=[O:28])[CH3:27]. The catalyst is ClCCl. The product is [C:26]([NH:1][C:2]1[CH:3]=[CH:4][C:5]([C:8]2[O:9][C:10]3[C:11](=[C:13]([C:17]([NH2:19])=[O:18])[CH:14]=[CH:15][CH:16]=3)[N:12]=2)=[CH:6][CH:7]=1)(=[O:28])[CH3:27]. The yield is 0.890.